This data is from Full USPTO retrosynthesis dataset with 1.9M reactions from patents (1976-2016). The task is: Predict the reactants needed to synthesize the given product. (1) Given the product [Cl:33][C:12]1[N:13]=[N:14][CH:15]=[C:16]([CH3:17])[C:11]=1[C:4]1[CH:5]=[CH:6][C:7]([O:9][CH3:10])=[CH:8][C:3]=1[O:2][CH3:1], predict the reactants needed to synthesize it. The reactants are: [CH3:1][O:2][C:3]1[CH:8]=[C:7]([O:9][CH3:10])[CH:6]=[CH:5][C:4]=1[C:11]1[C:12](=O)[N:13](C2CCCCO2)[N:14]=[CH:15][C:16]=1[CH3:17].C(=O)([O-])[O-].[K+].[K+].P(Cl)(Cl)([Cl:33])=O. (2) Given the product [O:19]=[C:10]1[N:11]([CH2:21][C:22]2[CH:23]=[CH:24][C:25]([C:28]3[C:29]([C:34]#[N:35])=[CH:30][CH:31]=[CH:32][CH:33]=3)=[CH:26][CH:27]=2)[C:12]2[S:18][CH:17]=[CH:16][C:13]=2[C:14](=[O:15])[N:9]1[CH2:8][CH2:7][C:1]1[CH:6]=[CH:5][CH:4]=[CH:3][CH:2]=1, predict the reactants needed to synthesize it. The reactants are: [C:1]1([CH2:7][CH2:8][N:9]2[C:14](=[O:15])[C:13]3[CH:16]=[CH:17][S:18][C:12]=3[NH:11][C:10]2=[O:19])[CH:6]=[CH:5][CH:4]=[CH:3][CH:2]=1.Br[CH2:21][C:22]1[CH:27]=[CH:26][C:25]([C:28]2[C:29]([C:34]#[N:35])=[CH:30][CH:31]=[CH:32][CH:33]=2)=[CH:24][CH:23]=1.C(=O)([O-])[O-].[K+].[K+].